This data is from Forward reaction prediction with 1.9M reactions from USPTO patents (1976-2016). The task is: Predict the product of the given reaction. Given the reactants C(Cl)(=O)C.[NH:5]1[CH2:10][CH:9]=[C:8]([C:11]2[CH:12]=[CH:13][C:14]([NH:17][C:18]([N:20]3[CH2:28][C:27]4[C:22](=[CH:23][CH:24]=[CH:25][CH:26]=4)[CH2:21]3)=[O:19])=[N:15][CH:16]=2)[CH2:7][CH2:6]1.NC1C=C2C(=CC=1)CN(C(NC1C=C[C:45]([C:48](=[O:53])NCCC)=[CH:44][CH:43]=1)=O)C2, predict the reaction product. The product is: [C:48]([N:5]1[CH2:6][CH:7]=[C:8]([C:11]2[CH:16]=[N:15][C:14]([NH:17][C:18]([N:20]3[CH2:21][C:22]4[C:27](=[CH:26][CH:25]=[CH:24][CH:23]=4)[CH2:28]3)=[O:19])=[CH:13][CH:12]=2)[CH2:9][CH2:10]1)(=[O:53])[CH2:45][CH2:44][CH3:43].